This data is from Peptide-MHC class I binding affinity with 185,985 pairs from IEDB/IMGT. The task is: Regression. Given a peptide amino acid sequence and an MHC pseudo amino acid sequence, predict their binding affinity value. This is MHC class I binding data. The peptide sequence is KKQQVYALF. The MHC is HLA-A02:03 with pseudo-sequence HLA-A02:03. The binding affinity (normalized) is 0.0630.